From a dataset of Full USPTO retrosynthesis dataset with 1.9M reactions from patents (1976-2016). Predict the reactants needed to synthesize the given product. (1) The reactants are: [CH3:1][O:2][C:3]([C:5]1[CH:14]=[C:13]([OH:15])[C:12]2[C:7](=[CH:8][CH:9]=[C:10]([F:16])[CH:11]=2)[CH:6]=1)=[O:4].C([O-])([O-])=O.[K+].[K+].[CH2:23](Br)[C:24]1[CH:29]=[CH:28][CH:27]=[CH:26][CH:25]=1.C(OCC)(=O)C. Given the product [CH3:1][O:2][C:3]([C:5]1[CH:14]=[C:13]([O:15][CH2:23][C:24]2[CH:29]=[CH:28][CH:27]=[CH:26][CH:25]=2)[C:12]2[C:7](=[CH:8][CH:9]=[C:10]([F:16])[CH:11]=2)[CH:6]=1)=[O:4], predict the reactants needed to synthesize it. (2) Given the product [CH3:10][NH:9][C:4]1[CH:3]=[C:2]([C:13]2[CH:14]=[C:15]([S:18]([N:21]3[CH2:26][CH2:25][O:24][CH2:23][CH2:22]3)(=[O:20])=[O:19])[CH:16]=[CH:17][C:12]=2[CH3:11])[N:7]=[C:6]([NH2:8])[N:5]=1, predict the reactants needed to synthesize it. The reactants are: Cl[C:2]1[N:7]=[C:6]([NH2:8])[N:5]=[C:4]([NH:9][CH3:10])[CH:3]=1.[CH3:11][C:12]1[CH:17]=[CH:16][C:15]([S:18]([N:21]2[CH2:26][CH2:25][O:24][CH2:23][CH2:22]2)(=[O:20])=[O:19])=[CH:14][C:13]=1B(O)O.C(=O)([O-])[O-].[K+].[K+]. (3) Given the product [CH2:1]([O:8][C:9]1[CH:17]=[C:16]([O:18][CH2:19][C:20]2[CH:21]=[CH:22][CH:23]=[CH:24][CH:25]=2)[C:15]([C:26]([CH3:28])=[CH2:27])=[CH:14][C:10]=1[C:11]([N:39]1[CH2:38][C:37]2[C:36](=[CH:46][CH:47]=[CH:48][C:49]=2[OH:62])[CH2:41]1)=[O:13])[C:2]1[CH:7]=[CH:6][CH:5]=[CH:4][CH:3]=1, predict the reactants needed to synthesize it. The reactants are: [CH2:1]([O:8][C:9]1[CH:17]=[C:16]([O:18][CH2:19][C:20]2[CH:25]=[CH:24][CH:23]=[CH:22][CH:21]=2)[C:15]([C:26]([CH3:28])=[CH2:27])=[CH:14][C:10]=1[C:11]([OH:13])=O)[C:2]1[CH:7]=[CH:6][CH:5]=[CH:4][CH:3]=1.Br.Cl.C(N=C=N[CH2:36][CH2:37][CH2:38][N:39]([CH3:41])C)C.ON1[C:47]2[CH:48]=[CH:49]C=C[C:46]=2N=N1.C(N(CC)CC)C.CN(C)C=[O:62]. (4) Given the product [CH:1]([NH:5][C:6]1[C:11]([CH:12]=[O:13])=[C:10]([C:19]2[CH:20]=[CH:21][CH:22]=[CH:23][C:18]=2[F:17])[N:9]=[C:8]([S:15][CH3:16])[N:7]=1)([CH2:3][CH3:4])[CH3:2], predict the reactants needed to synthesize it. The reactants are: [CH:1]([NH:5][C:6]1[C:11]([CH:12]=[O:13])=[C:10](Cl)[N:9]=[C:8]([S:15][CH3:16])[N:7]=1)([CH2:3][CH3:4])[CH3:2].[F:17][C:18]1[CH:23]=[CH:22][CH:21]=[CH:20][C:19]=1B(O)O. (5) Given the product [CH:4]1[CH:5]=[C:6]2[CH:10]=[C:9]([C:12]3[O:13][C:14]4[C:15](=[CH:17][CH:18]=[CH:19][CH:20]=4)[CH:16]=3)[NH:7][C:1]2=[CH:2][CH:3]=1, predict the reactants needed to synthesize it. The reactants are: [C:1]1([NH:7]N)[CH:6]=[CH:5][CH:4]=[CH:3][CH:2]=1.[C:9]([C:12]1[O:13][C:14]2[CH:20]=[CH:19][CH:18]=[CH:17][C:15]=2[CH:16]=1)(=O)[CH3:10]. (6) Given the product [Cl:1][C:2]1[CH:7]=[CH:6][C:5]([C:8]2[CH:12]=[C:11]([C@@H:13]3[CH2:18][CH2:17][N:16]([CH2:19][CH:20]([C:22]4[CH:27]=[CH:26][CH:25]=[CH:24][CH:23]=4)[OH:21])[CH2:15][C@H:14]3[C:28]3[CH:29]=[CH:30][C:31]([F:34])=[CH:32][CH:33]=3)[NH:10][N:9]=2)=[CH:4][CH:3]=1, predict the reactants needed to synthesize it. The reactants are: [Cl:1][C:2]1[CH:7]=[CH:6][C:5]([C:8]2[CH:12]=[C:11]([C@@H:13]3[CH2:18][CH2:17][N:16]([CH2:19][C:20]([C:22]4[CH:27]=[CH:26][CH:25]=[CH:24][CH:23]=4)=[O:21])[CH2:15][C@H:14]3[C:28]3[CH:33]=[CH:32][C:31]([F:34])=[CH:30][CH:29]=3)[NH:10][N:9]=2)=[CH:4][CH:3]=1.[BH4-].[Na+]. (7) Given the product [CH3:8][C:6]1[CH:7]=[C:2]([C:19]2[N:24]=[CH:23][CH:22]=[CH:21][N:20]=2)[C:3]([C:9]([O:11][CH3:33])=[O:10])=[N:4][CH:5]=1, predict the reactants needed to synthesize it. The reactants are: Br[C:2]1[C:3]([C:9]([O-:11])=[O:10])=[N:4][CH:5]=[C:6]([CH3:8])[CH:7]=1.[Li+].[Cl-].C([Sn](CCCC)(CCCC)[C:19]1[N:24]=[CH:23][CH:22]=[CH:21][N:20]=1)CCC.[C:33]1(C)C=CC=CC=1. (8) Given the product [Cl:1][C:2]1[C:3]([NH:15][C:16]([C:18]2[C:22]3[CH:23]=[CH:24][CH:25]=[CH:26][C:21]=3[S:20][N:19]=2)=[O:17])=[CH:4][C:5]([F:14])=[C:6]([CH2:8][C:9]([OH:11])=[O:10])[CH:7]=1, predict the reactants needed to synthesize it. The reactants are: [Cl:1][C:2]1[C:3]([NH:15][C:16]([C:18]2[C:22]3[CH:23]=[CH:24][CH:25]=[CH:26][C:21]=3[S:20][N:19]=2)=[O:17])=[CH:4][C:5]([F:14])=[C:6]([CH2:8][C:9]([O:11]CC)=[O:10])[CH:7]=1.[OH-].[Na+].